This data is from Forward reaction prediction with 1.9M reactions from USPTO patents (1976-2016). The task is: Predict the product of the given reaction. (1) Given the reactants [Cl:1][C:2]1[CH:3]=[C:4]([O:18][CH3:19])[C:5]([NH:8][S:9]([C:12]2N=CN(C)[CH:16]=2)(=[O:11])=[O:10])=[N:6][CH:7]=1.[F:20][C:21]([F:34])([F:33])[O:22][C:23]1C=C(S(Cl)(=O)=O)[CH:26]=[CH:27][CH:28]=1.CN1C=C(S(Cl)(=O)=O)N=C1, predict the reaction product. The product is: [Cl:1][C:2]1[CH:3]=[C:4]([O:18][CH3:19])[C:5]([NH:8][S:9]([C:12]2[CH:26]=[CH:27][CH:28]=[C:23]([O:22][C:21]([F:34])([F:33])[F:20])[CH:16]=2)(=[O:11])=[O:10])=[N:6][CH:7]=1. (2) Given the reactants [NH:1]1[C:9]2[C:4](=[CH:5][CH:6]=[CH:7][CH:8]=2)[C:3]([CH:10]=[O:11])=[CH:2]1.[C:12](O[C:20]([O:22][C:23]([CH3:26])([CH3:25])C)=O)([O:14][C:15]([CH3:18])([CH3:17])[CH3:16])=[O:13].[C:27](#[N:29])[CH3:28], predict the reaction product. The product is: [CH:10]([C:3]1[C:4]2[C:9](=[CH:8][CH:7]=[CH:6][CH:5]=2)[N:1]([C:12]([O:14][C:15]([CH3:18])([CH3:17])[CH3:16])=[O:13])[CH:2]=1)=[O:11].[NH:1]1[C:9]2[C:4](=[CH:5][CH:6]=[CH:7][CH:8]=2)[C:3]([C:10](=[O:11])[CH:9]([NH:1][C:2]2[CH:3]=[CH:4][CH:25]=[C:23]([O:22][CH3:20])[CH:26]=2)[C:28]2[CH:27]=[N:29][CH:5]=[CH:6][CH:7]=2)=[CH:2]1. (3) Given the reactants CO[C:3](=[O:26])[C:4]1[CH:9]=[C:8]([NH:10][C:11]([C:13]2[C:25]3[CH2:24][C:23]4[C:18](=[CH:19][CH:20]=[CH:21][CH:22]=4)[C:17]=3[CH:16]=[CH:15][CH:14]=2)=[O:12])[CH:7]=[N:6][CH:5]=1.O.[NH2:28][NH2:29], predict the reaction product. The product is: [NH:28]([C:3]([C:4]1[CH:9]=[C:8]([NH:10][C:11]([C:13]2[C:25]3[CH2:24][C:23]4[C:18](=[CH:19][CH:20]=[CH:21][CH:22]=4)[C:17]=3[CH:16]=[CH:15][CH:14]=2)=[O:12])[CH:7]=[N:6][CH:5]=1)=[O:26])[NH2:29]. (4) Given the reactants C1(N[C:7]2[C:12]([CH3:13])=[C:11]([CH3:14])[N:10]=[C:9]([NH:15][CH2:16][C:17]3[CH:22]=[CH:21][CH:20]=[CH:19][N:18]=3)[N:8]=2)CCCC1.[F:23][C:24]1[CH:25]=[C:26]([NH2:31])[CH:27]=[CH:28][C:29]=1[F:30], predict the reaction product. The product is: [F:23][C:24]1[CH:25]=[C:26]([NH:31][C:7]2[C:12]([CH3:13])=[C:11]([CH3:14])[N:10]=[C:9]([NH:15][CH2:16][C:17]3[CH:22]=[CH:21][CH:20]=[CH:19][N:18]=3)[N:8]=2)[CH:27]=[CH:28][C:29]=1[F:30].